Task: Predict the reaction yield, written as a fraction of the theoretical maximum amount of product (1.0 means a 100% yield; for example, 0.34 means a 34% yield).. Dataset: Reaction yield outcomes from USPTO patents with 853,638 reactions (1) The reactants are [CH:1]1[C:10]2[C:5](=[CH:6][CH:7]=[CH:8][CH:9]=2)[CH:4]=[CH:3][C:2]=1[Mg]Br.[N:13]12[CH2:20][CH2:19][C:16]([C:21]([O:23]CC)=O)([CH2:17][CH2:18]1)[CH2:15][CH2:14]2. The catalyst is C1COCC1. The product is [N:13]12[CH2:14][CH2:15][C:16]([C:21]([C:3]3[CH:2]=[CH:1][C:10]4[C:5](=[CH:6][CH:7]=[CH:8][CH:9]=4)[CH:4]=3)([C:2]3[CH:3]=[CH:4][C:5]4[C:10](=[CH:9][CH:8]=[CH:7][CH:6]=4)[CH:1]=3)[OH:23])([CH2:17][CH2:18]1)[CH2:19][CH2:20]2. The yield is 0.773. (2) The reactants are [CH3:1][C:2]1([CH3:32])[C:6](=[O:7])[N:5]([C:8]2[CH:15]=[CH:14][C:11]([C:12]#[N:13])=[C:10]([C:16]([F:19])([F:18])[F:17])[CH:9]=2)[C:4](=[S:20])[N:3]1[C:21]1[CH:26]=[CH:25][C:24]([O:27][CH2:28][CH:29]2[CH2:31][O:30]2)=[CH:23][CH:22]=1.S(=O)(=O)(O)[OH:34].Cl. The catalyst is O.O1CCCC1. The product is [OH:34][CH:29]([CH2:31][OH:30])[CH2:28][O:27][C:24]1[CH:25]=[CH:26][C:21]([N:3]2[C:2]([CH3:32])([CH3:1])[C:6](=[O:7])[N:5]([C:8]3[CH:15]=[CH:14][C:11]([C:12]#[N:13])=[C:10]([C:16]([F:17])([F:18])[F:19])[CH:9]=3)[C:4]2=[S:20])=[CH:22][CH:23]=1. The yield is 0.367.